Predict the product of the given reaction. From a dataset of Forward reaction prediction with 1.9M reactions from USPTO patents (1976-2016). The product is: [CH2:1]([NH:5][C:6]1[S:10][CH:9]=[N:8][C:7]=1[C:11]1[NH:30][C:27]2[CH:28]=[CH:29][C:24]([CH3:23])=[CH:25][C:26]=2[N:31]=1)[CH:2]([CH3:4])[CH3:3]. Given the reactants [CH2:1]([NH:5][C:6]1[S:10][CH:9]=[N:8][C:7]=1[C:11](O)=O)[CH:2]([CH3:4])[CH3:3].C(N(C(C)C)CC)(C)C.[CH3:23][C:24]1[CH:25]=[C:26]([NH2:31])[C:27]([NH2:30])=[CH:28][CH:29]=1.CN(C(ON1N=NC2C=CC=CC1=2)=[N+](C)C)C.[B-](F)(F)(F)F, predict the reaction product.